Dataset: Drug-target binding data from BindingDB using Ki measurements. Task: Regression. Given a target protein amino acid sequence and a drug SMILES string, predict the binding affinity score between them. We predict pKi (pKi = -log10(Ki in M); higher means stronger inhibition). Dataset: bindingdb_ki. (1) The small molecule is c1cc2c(c([NH2+]C3=NCCN3)c1)CCCC2. The target is MLLARMKPQVQPELGGADQ. The pKi is 6.1. (2) The drug is Cc1ccc(SC(=O)NC(CCC(=O)O)C(=O)O)cc1. The target protein sequence is MHARRLPRLLPLALAFLLSPAAFAADTPAAELLRQAEAERPAYLDTLRQLVAVDSGTGQAEGLGQLSALLAERLQALGAQVRSAPATPSAGDNLVATLDGTGSKRFLLMIHYDTVFAAGSAAKRPFREDAERAYGPGVADAKGGVAMVLHALALLRQQGFRDYGRITVLFNPDEETGSAGSKQLIAELARQQDYVFSYEPPDRDAVTVATNGIDGLLLEVKGRSSHAGSAPEQGRNAILELSHQLLRLKDLGDPAKGTTLNWTLARGGEKRNIIPAEASAEADMRYSDPAESERVLADARKLTGERLVADTEVSLRLDKGRPPLVKNPASQRLAETAQTLYGRIGKRIEPIAMRFGTDAGYAYVPGSDKPAVLETLGVVGAGLHSEAEYLELSSIAPRLYLTVALIRELSAD. The pKi is 6.0. (3) The small molecule is Cc1cn([C@H]2C[C@@H](NC(=O)C(N)Cc3ccc(O)cc3)[C@@H](CO)O2)c(=O)[nH]c1=O. The pKi is 2.9. The target protein (P03950) has sequence MVMGLGVLLLVFVLGLGLTPPTLAQDNSRYTHFLTQHYDAKPQGRDDRYCESIMRRRGLTSPCKDINTFIHGNKRSIKAICENKNGNPHRENLRISKSSFQVTTCKLHGGSPWPPCQYRATAGFRNVVVACENGLPVHLDQSIFRRP.